This data is from Forward reaction prediction with 1.9M reactions from USPTO patents (1976-2016). The task is: Predict the product of the given reaction. (1) Given the reactants Cl[C:2]1[N:7]=[N:6][C:5]([C:8]([N:10]2[CH2:15][CH2:14][N:13]([C:16]3[C:21]([CH3:22])=[CH:20][C:19]([CH:23]4[CH2:25][CH2:24]4)=[CH:18][N:17]=3)[CH2:12][CH2:11]2)=[O:9])=[CH:4][CH:3]=1.[CH3:26][C@@H:27]1[CH2:31][O:30][C:29](=[O:32])[NH:28]1, predict the reaction product. The product is: [CH:23]1([C:19]2[CH:20]=[C:21]([CH3:22])[C:16]([N:13]3[CH2:14][CH2:15][N:10]([C:8]([C:5]4[N:6]=[N:7][C:2]([N:28]5[C@H:27]([CH3:26])[CH2:31][O:30][C:29]5=[O:32])=[CH:3][CH:4]=4)=[O:9])[CH2:11][CH2:12]3)=[N:17][CH:18]=2)[CH2:25][CH2:24]1. (2) The product is: [CH2:13]([C:12]1[C:11]([O:41][CH3:40])=[CH:24][CH:29]=[CH:28][C:27]=1[CH:26]=[O:30])[CH3:14]. Given the reactants CC1(C)CCCC(C)(C)N1.[CH2:11]([Li])[CH2:12][CH2:13][CH3:14].C1(N=C[C:24]2[CH:29]=[CH:28][CH:27]=[C:26]([O:30]C)C=2)CCCCC1.ICC.[NH4+].[Cl-].Cl.C1C[O:41][CH2:40]C1, predict the reaction product. (3) The product is: [OH:6][CH2:7][C@@H:8]1[C@@H:10]([OH:11])[C@@H:12]([OH:13])[C@@H:14]([O:15][CH3:16])[O:9]1. Given the reactants OS(O)(=O)=O.[O:6]=[CH:7][C@@H:8]([C@@H:10]([C@@H:12]([CH2:14][OH:15])[OH:13])[OH:11])[OH:9].[CH3:16]O, predict the reaction product. (4) Given the reactants [CH3:1][O:2][C:3]1[C:11]2[S:10][C:9]3[CH:12]=[CH:13][C:14]([S:16](Cl)(=[O:18])=[O:17])=[CH:15][C:8]=3[C:7]=2[C:6]([S:20](=[O:31])(=[O:30])[NH:21][C:22]2[CH:27]=[CH:26][C:25]([O:28][CH3:29])=[CH:24][CH:23]=2)=[CH:5][CH:4]=1.Cl.[CH3:33][NH2+:34][CH3:35].N1C=CC=CC=1, predict the reaction product. The product is: [CH3:29][O:28][C:25]1[CH:26]=[CH:27][C:22]([NH:21][S:20]([C:6]2[C:7]3[C:8]4[CH:15]=[C:14]([S:16]([N:34]([CH3:35])[CH3:33])(=[O:18])=[O:17])[CH:13]=[CH:12][C:9]=4[S:10][C:11]=3[C:3]([O:2][CH3:1])=[CH:4][CH:5]=2)(=[O:31])=[O:30])=[CH:23][CH:24]=1. (5) The product is: [Cl:22][C:23]1[CH:24]=[N:25][CH:26]=[C:27]([Cl:30])[C:28]=1[S:29][C:2]1[S:6][C:5]([NH:7][C:8]([NH:10][CH:11]2[CH2:16][CH2:15][N:14]([CH3:17])[CH2:13][CH2:12]2)=[O:9])=[CH:4][C:3]=1[N+:18]([O-:20])=[O:19]. Given the reactants Cl[C:2]1[S:6][C:5]([NH:7][C:8]([NH:10][CH:11]2[CH2:16][CH2:15][N:14]([CH3:17])[CH2:13][CH2:12]2)=[O:9])=[CH:4][C:3]=1[N+:18]([O-:20])=[O:19].[Na].[Cl:22][C:23]1[CH:24]=[N:25][CH:26]=[C:27]([Cl:30])[C:28]=1[SH:29], predict the reaction product. (6) Given the reactants C(C1N=[C:7]([N:22]2C[CH2:26][O:25][CH2:24][CH2:23]2)[C:8]2N=NN(CC3C=CC=CC=3Cl)[C:9]=2N=1)(C)(C)C.[C:28]([C:32]1[N:33]=[C:34](Cl)[C:35]2[N:40]=[N:39][N:38]([CH2:41][C:42]3[CH:47]=[CH:46][CH:45]=[CH:44][C:43]=3[Cl:48])[C:36]=2[N:37]=1)([CH3:31])([CH3:30])[CH3:29].COC[C@@H]1CCCN1, predict the reaction product. The product is: [C:28]([C:32]1[N:33]=[C:34]([N:22]2[CH2:7][CH2:8][CH2:9][C@H:23]2[CH2:24][O:25][CH3:26])[C:35]2[N:40]=[N:39][N:38]([CH2:41][C:42]3[CH:47]=[CH:46][CH:45]=[CH:44][C:43]=3[Cl:48])[C:36]=2[N:37]=1)([CH3:31])([CH3:30])[CH3:29].